Task: Regression/Classification. Given a drug SMILES string, predict its toxicity properties. Task type varies by dataset: regression for continuous values (e.g., LD50, hERG inhibition percentage) or binary classification for toxic/non-toxic outcomes (e.g., AMES mutagenicity, cardiotoxicity, hepatotoxicity). Dataset: herg_karim.. Dataset: hERG potassium channel inhibition data for cardiac toxicity prediction from Karim et al. (1) The drug is Cc1nnc2c3cc(-c4ccccc4)c(-c4ccc(CN5CCC(c6n[nH]c(-c7ccccn7)n6)CC5)cc4)nc3ccn12. The result is 1 (blocker). (2) The drug is CN1CCCC1c1cccnc1. The result is 0 (non-blocker). (3) The drug is CC(C)(O)c1ccc([C@H](O)CCCN2CCC(C(O)(c3ccccc3)c3ccccc3)CC2)cc1. The result is 1 (blocker). (4) The result is 1 (blocker). The compound is Cn1c(CCCCN2CC3C[C@]3(c3ccc(C(F)(F)F)cc3)C2)nnc1-c1ccccc1Cl.